Dataset: Drug-target binding data from BindingDB using IC50 measurements. Task: Regression. Given a target protein amino acid sequence and a drug SMILES string, predict the binding affinity score between them. We predict pIC50 (pIC50 = -log10(IC50 in M); higher means more potent). Dataset: bindingdb_ic50. (1) The pIC50 is 3.9. The compound is CCN1CCC[C@H]1CNC(=O)c1c(OC)ccc(Br)c1OC. The target protein (O15438) has sequence MDALCGSGELGSKFWDSNLSVHTENPDLTPCFQNSLLAWVPCIYLWVALPCYLLYLRHHCRGYIILSHLSKLKMVLGVLLWCVSWADLFYSFHGLVHGRAPAPVFFVTPLVVGVTMLLATLLIQYERLQGVQSSGVLIIFWFLCVVCAIVPFRSKILLAKAEGEISDPFRFTTFYIHFALVLSALILACFREKPPFFSAKNVDPNPYPETSAGFLSRLFFWWFTKMAIYGYRHPLEEKDLWSLKEEDRSQMVVQQLLEAWRKQEKQTARHKASAAPGKNASGEDEVLLGARPRPRKPSFLKALLATFGSSFLISACFKLIQDLLSFINPQLLSILIRFISNPMAPSWWGFLVAGLMFLCSMMQSLILQHYYHYIFVTGVKFRTGIMGVIYRKALVITNSVKRASTVGEIVNLMSVDAQRFMDLAPFLNLLWSAPLQIILAIYFLWQNLGPSVLAGVAFMVLLIPLNGAVAVKMRAFQVKQMKLKDSRIKLMSEILNGIKV.... (2) The small molecule is Clc1ccc(Cc2nc3ccccc3n2Cc2nnc(Nc3ccccc3)s2)c(Cl)c1. The target protein (P53008) has sequence MLISKSKMFKTFWILTSIVLLASATVDISKLQEFEEYQKFTNESLLWAPYRSNCYFGMRPRYVHESPLIMGIMWFNSLSQDGLHSLRHFATPQDKLQKYGWEVYDPRIGGKEVFIDEKNNLNLTVYFVKSKNGENWSVRVQGEPLDPKRPSTASVVLYFSQNGGEIDGKSSLAMIGHDGPNDMKFFGYSKELGEYHLTVKDNFGHYFKNPEYETMEVAPGSDCSKTSHLSLQIPDKEVWKARDVFQSLVSDSIRDILEKEETKQRPADLIPSVLTIRNLYNFNPGNFHYIQKTFDLTKKDGFQFDITYNKLGTTQSISTREQVTELITWSLNEINARFDKQFSFGEGPDSIESVEVKRRFALETLSNLLGGIGYFYGNQLIDRETEFDESQFTEIKLLNAKEEGPFELFTSVPSRGFFPRGFYWDEGFHLLQIMEYDFDLAFEILASWFEMIEDDSGWIAREIILGNEARSKVPQEFQVQNPNIANPPTLLLAFSEMLSR.... The pIC50 is 3.8. (3) The drug is O=c1[nH]c(=O)n([C@H]2C[C@H](O)[C@@H](CO)O2)cc1C=CBr. The target protein (P06479) has sequence MASYPGHQHASAFDQAARSRGHSNRRTALRPRRQQEATEVRPEQKMPTLLRVYIDGPHGMGKTTTTQLLVALGSRDDIVYVPEPMTYWRVLGASETIANIYTTQHRLDQGEISAGDAAVVMTSAQITMGMPYAVTDAVLAPHIGGEAGSSHAPPPALTLIFDRHPIAALLCYPAARYLMGSMTPQAVLAFVALIPPTLPGTNIVLGALPEDRHIDRLAKRQRPGERLDLAMLAAIRRVYGLLANTVRYLQGGGSWREDWGQLSGTAVPPQGAEPQSNAGPRPHIGDTLFTLFRAPELLAPNGDLYNVFAWALDVLAKRLRPMHVFILDYDQSPAGCRDALLQLTSGMIQTHVTTPGSIPTICDLARTFAREMGEAN. The pIC50 is 6.5. (4) The compound is C/C1=C\C[C@]2(C(C)C)CC[C@@](C)(O2)[C@@H](OC(=O)c2ccccc2)CC/C(C)=C/CC1. The target protein sequence is MKAHPKEMVPLMGKRTTAPGGNPAVLTEKRPADLTPTKKSAHFFLEIEGFEPNPTVTKTSPPIFSKPMDSNIRQCLSGNCDDMDSPQSPQDDVTETPSNPNSPSANLAKEEQRQKKKRLKKCIFAAVSEGCVRELRELLQDLQELCRRRRGLDASDFLMHKLTASDTGKTCLMKALLNINPNTKEIVRILLAFAEENDILDRFINAEYTEEAYEGQTALNIAIERRQGDITAVLIAAGADVNAHAKGVFFNPKYQHEGFYFGETPLALAACTNQPEIVQLLMENEQTDITSQDSRGNNILHALVTVAEDFKTQNDFVKRMYDMILLRSGNWELETMRNNDGLTPLQLAAKMGKAEILKYILGREIKEKPLRSLSRKFTDWAYGPVSSSLYDLTNVDTTTDNSVLEIIVYNTNIDNRHEVLTLEPLHTLLHMKWKKFAKYMFFLSFCFYFSYNITLTLVSYYRPREGEALPHPLALTHKMSWLQLLGRMFVLIWAMCISVK.... The pIC50 is 4.0. (5) The small molecule is CC[C@H](C)[C@@H]1NC(=O)[C@@H](NC(=O)[C@H](CO)NC(=O)[C@@H](N)CCCNC(=N)N)CSSC[C@@H](C(=O)O)NC(=O)[C@H]([C@@H](C)O)NC(=O)CNC(=O)[C@@H]2CSSC[C@@H]3NC(=O)[C@H](CCC(N)=O)NC(=O)[C@H](Cc4ccccc4)NC(=O)[C@H](C)NC(=O)[C@H]([C@@H](C)O)NC(=O)[C@H](CSSC[C@H](NC(=O)[C@H](Cc4ccccc4)NC(=O)[C@H](CO)NC(=O)[C@H](CC(C)C)NC(=O)[C@H](CCCNC(=N)N)NC(=O)[C@H](Cc4ccc(O)cc4)NC(=O)[C@H](CCCCN)NC(=O)[C@H](CCSC)NC(=O)[C@H](CO)NC(=O)[C@H](Cc4cnc[nH]4)NC(=O)[C@H](CCCCN)NC3=O)C(=O)N[C@@H](CCCNC(=N)N)C(=O)N[C@@H](CCCCN)C(=O)N[C@@H]([C@@H](C)O)C(=O)N2)NC(=O)[C@H](CCCNC(=N)N)NC(=O)[C@H](CO)NC(=O)[C@H](CCCCN)NC(=O)[C@@H]2CCCN2C(=O)[C@H]([C@@H](C)CC)NC(=O)[C@H](C)NC(=O)[C@H](CC(=O)O)NC1=O. The target protein (Q09470) has sequence MTVMSGENVDEASAAPGHPQDGSYPRQADHDDHECCERVVINISGLRFETQLKTLAQFPNTLLGNPKKRMRYFDPLRNEYFFDRNRPSFDAILYYYQSGGRLRRPVNVPLDMFSEEIKFYELGEEAMEKFREDEGFIKEEERPLPEKEYQRQVWLLFEYPESSGPARVIAIVSVMVILISIVIFCLETLPELKDDKDFTGTVHRIDNTTVIYNSNIFTDPFFIVETLCIIWFSFELVVRFFACPSKTDFFKNIMNFIDIVAIIPYFITLGTEIAEQEGNQKGEQATSLAILRVIRLVRVFRIFKLSRHSKGLQILGQTLKASMRELGLLIFFLFIGVILFSSAVYFAEAEEAESHFSSIPDAFWWAVVSMTTVGYGDMYPVTIGGKIVGSLCAIAGVLTIALPVPVIVSNFNYFYHRETEGEEQAQLLHVSSPNLASDSDLSRRSSSTMSKSEYMEIEEDMNNSIAHYRQVNIRTANCTTANQNCVNKSKLLTDV. The pIC50 is 8.1.